From a dataset of NCI-60 drug combinations with 297,098 pairs across 59 cell lines. Regression. Given two drug SMILES strings and cell line genomic features, predict the synergy score measuring deviation from expected non-interaction effect. (1) Drug 1: COC1=C(C=C2C(=C1)N=CN=C2NC3=CC(=C(C=C3)F)Cl)OCCCN4CCOCC4. Drug 2: CN1C(=O)N2C=NC(=C2N=N1)C(=O)N. Cell line: SF-295. Synergy scores: CSS=10.2, Synergy_ZIP=-1.62, Synergy_Bliss=1.07, Synergy_Loewe=2.24, Synergy_HSA=2.53. (2) Drug 2: CCN(CC)CCNC(=O)C1=C(NC(=C1C)C=C2C3=C(C=CC(=C3)F)NC2=O)C. Cell line: CAKI-1. Drug 1: CC1=C(C=C(C=C1)C(=O)NC2=CC(=CC(=C2)C(F)(F)F)N3C=C(N=C3)C)NC4=NC=CC(=N4)C5=CN=CC=C5. Synergy scores: CSS=7.73, Synergy_ZIP=2.04, Synergy_Bliss=6.03, Synergy_Loewe=-10.5, Synergy_HSA=-5.22. (3) Drug 1: C1CCC(CC1)NC(=O)N(CCCl)N=O. Drug 2: CC1=C(C(=CC=C1)Cl)NC(=O)C2=CN=C(S2)NC3=CC(=NC(=N3)C)N4CCN(CC4)CCO. Cell line: RPMI-8226. Synergy scores: CSS=27.7, Synergy_ZIP=-0.0311, Synergy_Bliss=-1.01, Synergy_Loewe=-0.836, Synergy_HSA=-0.352. (4) Drug 1: CC(CN1CC(=O)NC(=O)C1)N2CC(=O)NC(=O)C2. Drug 2: C1=NC2=C(N=C(N=C2N1C3C(C(C(O3)CO)O)F)Cl)N. Cell line: SR. Synergy scores: CSS=48.2, Synergy_ZIP=-3.53, Synergy_Bliss=-5.67, Synergy_Loewe=-5.94, Synergy_HSA=-4.69. (5) Drug 1: CC1=C2C(C(=O)C3(C(CC4C(C3C(C(C2(C)C)(CC1OC(=O)C(C(C5=CC=CC=C5)NC(=O)C6=CC=CC=C6)O)O)OC(=O)C7=CC=CC=C7)(CO4)OC(=O)C)O)C)OC(=O)C. Drug 2: CC1C(C(CC(O1)OC2CC(OC(C2O)C)OC3=CC4=CC5=C(C(=O)C(C(C5)C(C(=O)C(C(C)O)O)OC)OC6CC(C(C(O6)C)O)OC7CC(C(C(O7)C)O)OC8CC(C(C(O8)C)O)(C)O)C(=C4C(=C3C)O)O)O)O. Cell line: SF-268. Synergy scores: CSS=46.5, Synergy_ZIP=0.460, Synergy_Bliss=0.446, Synergy_Loewe=-12.0, Synergy_HSA=1.74. (6) Drug 1: C#CCC(CC1=CN=C2C(=N1)C(=NC(=N2)N)N)C3=CC=C(C=C3)C(=O)NC(CCC(=O)O)C(=O)O. Drug 2: COC1=C2C(=CC3=C1OC=C3)C=CC(=O)O2. Cell line: MCF7. Synergy scores: CSS=-5.32, Synergy_ZIP=1.38, Synergy_Bliss=-2.74, Synergy_Loewe=-8.57, Synergy_HSA=-8.57. (7) Drug 1: CCC1(C2=C(COC1=O)C(=O)N3CC4=CC5=C(C=CC(=C5CN(C)C)O)N=C4C3=C2)O.Cl. Synergy scores: CSS=47.6, Synergy_ZIP=3.51, Synergy_Bliss=2.43, Synergy_Loewe=-2.75, Synergy_HSA=6.31. Cell line: MCF7. Drug 2: CC1C(C(CC(O1)OC2CC(CC3=C2C(=C4C(=C3O)C(=O)C5=CC=CC=C5C4=O)O)(C(=O)C)O)N)O. (8) Drug 1: CC(CN1CC(=O)NC(=O)C1)N2CC(=O)NC(=O)C2. Drug 2: CC1C(C(CC(O1)OC2CC(CC3=C2C(=C4C(=C3O)C(=O)C5=C(C4=O)C(=CC=C5)OC)O)(C(=O)C)O)N)O.Cl. Cell line: SK-OV-3. Synergy scores: CSS=26.2, Synergy_ZIP=3.07, Synergy_Bliss=7.37, Synergy_Loewe=1.20, Synergy_HSA=9.38. (9) Drug 1: C1CN1P(=S)(N2CC2)N3CC3. Drug 2: CC1=C(C(CCC1)(C)C)C=CC(=CC=CC(=CC(=O)O)C)C. Cell line: RXF 393. Synergy scores: CSS=3.41, Synergy_ZIP=-4.30, Synergy_Bliss=-5.74, Synergy_Loewe=-2.87, Synergy_HSA=-2.42. (10) Drug 1: CCC1(CC2CC(C3=C(CCN(C2)C1)C4=CC=CC=C4N3)(C5=C(C=C6C(=C5)C78CCN9C7C(C=CC9)(C(C(C8N6C)(C(=O)OC)O)OC(=O)C)CC)OC)C(=O)OC)O.OS(=O)(=O)O. Drug 2: CN(CCCl)CCCl.Cl. Cell line: KM12. Synergy scores: CSS=8.76, Synergy_ZIP=-8.91, Synergy_Bliss=-2.55, Synergy_Loewe=-4.35, Synergy_HSA=-4.09.